This data is from Full USPTO retrosynthesis dataset with 1.9M reactions from patents (1976-2016). The task is: Predict the reactants needed to synthesize the given product. (1) Given the product [CH2:9]([C:12]1[CH:17]=[CH:16][C:15]([O:18][C@@H:4]([CH3:8])[C:5]([OH:7])=[O:6])=[CH:14][CH:13]=1)[CH2:10][CH3:11], predict the reactants needed to synthesize it. The reactants are: [H-].[Na+].Br[C@@H:4]([CH3:8])[C:5]([OH:7])=[O:6].[CH2:9]([C:12]1[CH:17]=[CH:16][C:15]([OH:18])=[CH:14][CH:13]=1)[CH2:10][CH3:11].C1([O-])C=CC=CC=1.BrC(C)C([O-])=O. (2) Given the product [Cl:27][C:24]1[CH:23]=[CH:22][C:21]([C@@:18]2([CH3:20])[C@:17]([C:29]3[CH:30]=[CH:31][C:32]([Cl:35])=[CH:33][CH:34]=3)([CH3:28])[N:16]([C:36]([N:55]3[CH2:56][CH2:57][N:52]([CH2:51][C:50]([N:47]4[CH2:46][CH2:45][N:44]([CH3:43])[CH2:49][CH2:48]4)=[O:58])[CH2:53][CH2:54]3)=[O:37])[C:15]([C:13]3[C:12]([O:39][CH2:40][CH3:41])=[CH:11][C:10]([Cl:42])=[C:9]([S:6]([NH:5][C:1]([CH3:4])([CH3:2])[CH3:3])(=[O:7])=[O:8])[CH:14]=3)=[N:19]2)=[CH:26][CH:25]=1, predict the reactants needed to synthesize it. The reactants are: [C:1]([NH:5][S:6]([C:9]1[C:10]([Cl:42])=[CH:11][C:12]([O:39][CH2:40][CH3:41])=[C:13]([C:15]2[N:16]([C:36](Cl)=[O:37])[C:17]([C:29]3[CH:34]=[CH:33][C:32]([Cl:35])=[CH:31][CH:30]=3)([CH3:28])[C:18]([C:21]3[CH:26]=[CH:25][C:24]([Cl:27])=[CH:23][CH:22]=3)([CH3:20])[N:19]=2)[CH:14]=1)(=[O:8])=[O:7])([CH3:4])([CH3:3])[CH3:2].[CH3:43][N:44]1[CH2:49][CH2:48][N:47]([C:50](=[O:58])[CH2:51][N:52]2[CH2:57][CH2:56][NH:55][CH2:54][CH2:53]2)[CH2:46][CH2:45]1. (3) Given the product [CH3:15][C:11]1[CH:12]=[C:13]([CH3:14])[N:9]([C:4]2[CH:5]=[CH:6][CH:7]=[CH:8][C:3]=2[OH:2])[N:10]=1, predict the reactants needed to synthesize it. The reactants are: C[O:2][C:3]1[CH:8]=[CH:7][CH:6]=[CH:5][C:4]=1[N:9]1[C:13]([CH3:14])=[CH:12][C:11]([CH3:15])=[N:10]1.O.[OH-].[Na+]. (4) Given the product [CH2:19]([O:18][C:17]([C:2]1[CH:6]=[C:5]([C:7]([CH3:10])([CH3:9])[CH3:8])[NH:4][C:3]=1[C:11]([O:13][CH3:14])=[O:12])=[O:26])[C:20]1[CH:25]=[CH:24][CH:23]=[CH:22][CH:21]=1, predict the reactants needed to synthesize it. The reactants are: N[C:2]1[CH:6]=[C:5]([C:7]([CH3:10])([CH3:9])[CH3:8])[NH:4][C:3]=1[C:11]([O:13][CH3:14])=[O:12].[H-].[Na+].[C:17](Cl)(=[O:26])[O:18][CH2:19][C:20]1[CH:25]=[CH:24][CH:23]=[CH:22][CH:21]=1. (5) Given the product [C:15]([O:19][C:20](=[O:21])[NH:6][C@@H:2]1[CH2:3][CH2:4][CH2:5][C@H:1]1[NH2:7])([CH3:18])([CH3:17])[CH3:16], predict the reactants needed to synthesize it. The reactants are: [C@@H:1]1([NH2:7])[CH2:5][CH2:4][CH2:3][C@H:2]1[NH2:6].C(N(CC)CC)C.[C:15]([O:19][C:20](ON=C(C1C=CC=CC=1)C#N)=[O:21])([CH3:18])([CH3:17])[CH3:16].O. (6) Given the product [Br:1][C:2]1[C:7]([NH:19][CH2:17][CH3:18])=[N:6][C:5]([NH2:11])=[N:4][C:3]=1[C:12]1[O:13][CH:14]=[CH:15][CH:16]=1, predict the reactants needed to synthesize it. The reactants are: [Br:1][C:2]1[C:3]([C:12]2[O:13][CH:14]=[CH:15][CH:16]=2)=[N:4][C:5]([NH2:11])=[N:6][C:7]=1S(C)=O.[CH2:17]([NH2:19])[CH3:18].